Dataset: Forward reaction prediction with 1.9M reactions from USPTO patents (1976-2016). Task: Predict the product of the given reaction. (1) Given the reactants [CH:1]1([C:4]([N:6]2[CH2:10][CH2:9][C@@H:8]([CH2:11][NH:12][C:13]3[C:14]([NH2:20])=[CH:15][CH:16]=[CH:17][C:18]=3[CH3:19])[CH2:7]2)=[O:5])[CH2:3][CH2:2]1.[CH3:21][O:22][C:23]1[CH:28]=[CH:27][C:26]([C:29]2[CH:36]=[CH:35][C:32]([CH:33]=O)=[CH:31][CH:30]=2)=[CH:25][CH:24]=1.OOS([O-])=O.[K+], predict the reaction product. The product is: [CH:1]1([C:4]([N:6]2[CH2:10][CH2:9][C@@H:8]([CH2:11][N:12]3[C:13]4[C:18]([CH3:19])=[CH:17][CH:16]=[CH:15][C:14]=4[N:20]=[C:33]3[C:32]3[CH:31]=[CH:30][C:29]([C:26]4[CH:27]=[CH:28][C:23]([O:22][CH3:21])=[CH:24][CH:25]=4)=[CH:36][CH:35]=3)[CH2:7]2)=[O:5])[CH2:3][CH2:2]1. (2) Given the reactants [CH3:1][C:2]1[NH:3][C:4]([C:12]2[CH:17]=[CH:16][CH:15]=[CH:14][CH:13]=2)=[CH:5][C:6]=1[C:7]([O:9][CH2:10][CH3:11])=[O:8].[H-].[Na+].[F:20][C:21]1[CH:26]=[CH:25][C:24]([S:27](Cl)(=[O:29])=[O:28])=[CH:23][CH:22]=1, predict the reaction product. The product is: [F:20][C:21]1[CH:26]=[CH:25][C:24]([S:27]([N:3]2[C:4]([C:12]3[CH:17]=[CH:16][CH:15]=[CH:14][CH:13]=3)=[CH:5][C:6]([C:7]([O:9][CH2:10][CH3:11])=[O:8])=[C:2]2[CH3:1])(=[O:29])=[O:28])=[CH:23][CH:22]=1. (3) Given the reactants [Cl:1][C:2]1[C:3](F)=[N:4][CH:5]=[CH:6][CH:7]=1.[F:9][C:10]([F:15])([F:14])[C@@H:11]([OH:13])[CH3:12].CC([O-])(C)C.[K+], predict the reaction product. The product is: [Cl:1][C:2]1[C:3]([O:13][C@@H:11]([CH3:12])[C:10]([F:15])([F:14])[F:9])=[N:4][CH:5]=[CH:6][CH:7]=1. (4) Given the reactants C([O:3][C:4]([CH:6]1[CH2:11][CH2:10][CH:9]([CH2:12][C:13]2[NH:22][C:21](=[O:23])[C:20]3[C:15](=[CH:16][CH:17]=[CH:18][CH:19]=3)[N:14]=2)[CH2:8][CH2:7]1)=[O:5])C.[Li+].[OH-], predict the reaction product. The product is: [O:23]=[C:21]1[C:20]2[C:15](=[CH:16][CH:17]=[CH:18][CH:19]=2)[N:14]=[C:13]([CH2:12][CH:9]2[CH2:10][CH2:11][CH:6]([C:4]([OH:5])=[O:3])[CH2:7][CH2:8]2)[NH:22]1. (5) The product is: [Cl:1][C:2]1[N:3]=[CH:4][C:5]2[N:11]([CH3:19])[C:10](=[O:12])[CH2:9][CH2:8][N:7]([CH:13]3[CH2:17][CH2:16][CH2:15][CH2:14]3)[C:6]=2[N:18]=1. Given the reactants [Cl:1][C:2]1[N:3]=[CH:4][C:5]2[NH:11][C:10](=[O:12])[CH2:9][CH2:8][N:7]([CH:13]3[CH2:17][CH2:16][CH2:15][CH2:14]3)[C:6]=2[N:18]=1.[CH3:19]N(C)C(=O)C.IC.[H-].[Na+], predict the reaction product. (6) Given the reactants [Cl-].[NH4+].O.[N+:4]([C:7]1[CH:8]=[CH:9][C:10]([N:15]2[CH2:20][CH2:19][CH2:18][CH2:17][CH2:16]2)=[C:11]([CH:14]=1)[C:12]#[N:13])([O-])=O, predict the reaction product. The product is: [NH2:4][C:7]1[CH:8]=[CH:9][C:10]([N:15]2[CH2:16][CH2:17][CH2:18][CH2:19][CH2:20]2)=[C:11]([CH:14]=1)[C:12]#[N:13]. (7) Given the reactants [O:1]1[CH2:6][CH2:5][CH2:4][CH2:3][CH:2]1[O:7][C@H:8]1[CH2:16][C:15]2[C:10](=[CH:11][CH:12]=[CH:13][CH:14]=2)[C@H:9]1[NH:17][C:18](=[O:24])[O:19][C:20]([CH3:23])([CH3:22])[CH3:21].[H-].[Na+].[CH3:27]I.O, predict the reaction product. The product is: [CH3:27][N:17]([C@@H:9]1[C:10]2[C:15](=[CH:14][CH:13]=[CH:12][CH:11]=2)[CH2:16][C@@H:8]1[O:7][CH:2]1[CH2:3][CH2:4][CH2:5][CH2:6][O:1]1)[C:18](=[O:24])[O:19][C:20]([CH3:21])([CH3:23])[CH3:22]. (8) Given the reactants [H-].[Na+].[NH:3]1[CH:7]=[N:6][CH:5]=[N:4]1.[CH2:8]([C:15]1[CH:16]=[C:17]([CH:20]=[C:21]([Br:23])[CH:22]=1)[CH2:18]Br)[C:9]1[CH:14]=[CH:13][CH:12]=[CH:11][CH:10]=1, predict the reaction product. The product is: [CH2:8]([C:15]1[CH:22]=[C:21]([Br:23])[CH:20]=[C:17]([CH2:18][N:3]2[CH:7]=[N:6][CH:5]=[N:4]2)[CH:16]=1)[C:9]1[CH:10]=[CH:11][CH:12]=[CH:13][CH:14]=1. (9) The product is: [Cl:54][C:55]1[CH:60]=[CH:59][C:58]([C:15]2[CH:14]=[C:13]3[C:18]([C:19](=[O:27])[NH:20][C:11]([N:9]4[CH:10]=[C:6]([C:4]([OH:3])=[O:5])[CH:7]=[N:8]4)=[N:12]3)=[CH:17][CH:16]=2)=[CH:57][CH:56]=1. Given the reactants C([O:3][C:4]([C:6]1[CH:7]=[N:8][N:9]([C:11]2[N:20](COCCOC)[C:19](=[O:27])[C:18]3[C:13](=[CH:14][C:15](I)=[CH:16][CH:17]=3)[N:12]=2)[CH:10]=1)=[O:5])C.O=C1C2C(=CC(C3C=CC=CC=3)=CC=2)N=C(N2C=C(C(O)=O)C=N2)N1.[Cl:54][C:55]1[CH:60]=[CH:59][C:58](B(O)O)=[CH:57][CH:56]=1, predict the reaction product. (10) Given the reactants [CH2:1]([C:3]1[C:10]([O:11][CH3:12])=[CH:9][C:6]([CH:7]=O)=[CH:5][C:4]=1[O:13][CH3:14])[CH3:2].[ClH:15].CO.C(O[CH:21](OCC)[CH2:22][NH:23][CH2:24][C:25]1[CH:30]=[CH:29][CH:28]=[C:27]([O:31][CH2:32][CH3:33])[C:26]=1[OH:34])C, predict the reaction product. The product is: [ClH:15].[CH2:32]([O:31][C:27]1[C:26]([OH:34])=[C:25]2[C:30]([C:21]([CH2:7][C:6]3[CH:9]=[C:10]([O:11][CH3:12])[C:3]([CH2:1][CH3:2])=[C:4]([O:13][CH3:14])[CH:5]=3)=[CH:22][N:23]=[CH:24]2)=[CH:29][CH:28]=1)[CH3:33].